Dataset: Forward reaction prediction with 1.9M reactions from USPTO patents (1976-2016). Task: Predict the product of the given reaction. (1) Given the reactants [Cl:1][C:2]1[CH:7]=[CH:6][CH:5]=[C:4]([C:8]([F:11])([F:10])[F:9])[C:3]=1[C:12]1[NH:13][C:14]2[CH:20]=[C:19]([C:21](Cl)=[O:22])[CH:18]=[CH:17][C:15]=2[N:16]=1.[N:24]1[C:33]2[C:28](=[CH:29][CH:30]=[CH:31][CH:32]=2)[CH:27]=[CH:26][C:25]=1[NH2:34].CCN(C(C)C)C(C)C, predict the reaction product. The product is: [N:24]1[C:33]2[C:28](=[CH:29][CH:30]=[CH:31][CH:32]=2)[CH:27]=[CH:26][C:25]=1[NH:34][C:21]([C:19]1[CH:18]=[CH:17][C:15]2[N:16]=[C:12]([C:3]3[C:4]([C:8]([F:10])([F:11])[F:9])=[CH:5][CH:6]=[CH:7][C:2]=3[Cl:1])[NH:13][C:14]=2[CH:20]=1)=[O:22]. (2) Given the reactants C([O:3][C:4](=[O:23])[CH:5]([C:11]1[CH:16]=[CH:15][C:14]([C:17](=[O:19])[CH3:18])=[CH:13][C:12]=1[N+:20]([O-:22])=[O:21])C(OCC)=O)C.C(OCC)(=O)CC(OCC)=O, predict the reaction product. The product is: [C:17]([C:14]1[CH:15]=[CH:16][C:11]([CH2:5][C:4]([OH:23])=[O:3])=[C:12]([N+:20]([O-:22])=[O:21])[CH:13]=1)(=[O:19])[CH3:18]. (3) Given the reactants [Cl:1][C:2]1[CH:8]=[C:7]([O:9][C:10]2[C:19]3[C:14](=[CH:15][C:16]([O:22][CH3:23])=[C:17]([O:20][CH3:21])[CH:18]=3)[N:13]=[CH:12][CH:11]=2)[CH:6]=[CH:5][C:3]=1[NH2:4].ClC(Cl)(O[C:28](=[O:34])OC(Cl)(Cl)Cl)Cl.[F:36][C:37]1[CH:43]=[CH:42][C:40]([NH2:41])=[C:39]([CH3:44])[CH:38]=1.CO, predict the reaction product. The product is: [Cl:1][C:2]1[CH:8]=[C:7]([O:9][C:10]2[C:19]3[C:14](=[CH:15][C:16]([O:22][CH3:23])=[C:17]([O:20][CH3:21])[CH:18]=3)[N:13]=[CH:12][CH:11]=2)[CH:6]=[CH:5][C:3]=1[NH:4][C:28]([NH:41][C:40]1[CH:42]=[CH:43][C:37]([F:36])=[CH:38][C:39]=1[CH3:44])=[O:34]. (4) The product is: [Cl:34][C:31]1[CH:30]=[CH:29][C:28]([CH2:27][C:16]2[C:13]3[C:14](=[O:15])[N:9]([CH2:8][CH2:7][CH2:6][OH:5])[C:10](=[O:36])[N:11]([CH3:35])[C:12]=3[S:18][C:17]=2[O:19][C:20]2[CH:25]=[CH:24][CH:23]=[C:22]([Cl:26])[CH:21]=2)=[CH:33][CH:32]=1. Given the reactants FC(F)(F)C([O:5][CH2:6][CH2:7][CH2:8][N:9]1[C:14](=[O:15])[C:13]2[C:16]([CH2:27][C:28]3[CH:33]=[CH:32][C:31]([Cl:34])=[CH:30][CH:29]=3)=[C:17]([O:19][C:20]3[CH:25]=[CH:24][CH:23]=[C:22]([Cl:26])[CH:21]=3)[S:18][C:12]=2[N:11]([CH3:35])[C:10]1=[O:36])=O.O[Li].O, predict the reaction product.